This data is from Full USPTO retrosynthesis dataset with 1.9M reactions from patents (1976-2016). The task is: Predict the reactants needed to synthesize the given product. (1) The reactants are: [Cl:1][C:2]1[CH:3]=[C:4]([NH:8][C:9]([C:11]2[S:15][CH:14]=[N:13][C:12]=2[C:16]([F:19])([F:18])[F:17])=[O:10])[CH:5]=[CH:6][CH:7]=1.Br[CH2:21][C:22]1[C:31]2[C:26](=[C:27]([F:32])[CH:28]=[CH:29][CH:30]=2)[NH:25][C:24](=[O:33])[CH:23]=1. Given the product [Cl:1][C:2]1[CH:3]=[C:4]([N:8]([CH2:21][C:22]2[C:31]3[C:26](=[C:27]([F:32])[CH:28]=[CH:29][CH:30]=3)[NH:25][C:24](=[O:33])[CH:23]=2)[C:9]([C:11]2[S:15][CH:14]=[N:13][C:12]=2[C:16]([F:17])([F:18])[F:19])=[O:10])[CH:5]=[CH:6][CH:7]=1, predict the reactants needed to synthesize it. (2) Given the product [Cl:74][C:68]1[CH:67]=[C:66]2[C:71]([CH:72]=[CH:73][C:64]([CH:63]=[CH:62][C:58]3[CH:57]=[C:56]([C@@H:54]([OH:55])[CH2:53][CH2:52][C:47]4[CH:48]=[CH:49][CH:50]=[CH:51][C:46]=4[C:45]([O:44][CH3:43])=[O:75])[CH:61]=[CH:60][CH:59]=3)=[N:65]2)=[CH:70][CH:69]=1, predict the reactants needed to synthesize it. The reactants are: CC(O)(C1C=CC=CC=1CC[C@@H](SCC1(CC([O-])=O)CC1)C1C=CC=C(/C=C/C2C=CC3C=CC(Cl)=CC=3N=2)C=1)C.[Na+].[CH3:43][O:44][C:45](=[O:75])[C:46]1[CH:51]=[CH:50][CH:49]=[CH:48][C:47]=1[CH2:52][CH2:53][C:54]([C:56]1[CH:61]=[CH:60][CH:59]=[C:58]([CH:62]=[CH:63][C:64]2[CH:73]=[CH:72][C:71]3[C:66](=[CH:67][C:68]([Cl:74])=[CH:69][CH:70]=3)[N:65]=2)[CH:57]=1)=[O:55]. (3) Given the product [Br:2][C:3]1[CH:4]=[C:5]([C@H:9]([NH:11][S:21]([CH2:19][CH3:20])(=[O:23])=[O:22])[CH3:10])[CH:6]=[N:7][CH:8]=1, predict the reactants needed to synthesize it. The reactants are: Cl.[Br:2][C:3]1[CH:4]=[C:5]([C@H:9]([NH2:11])[CH3:10])[CH:6]=[N:7][CH:8]=1.C(N(CC)CC)C.[CH2:19]([S:21](Cl)(=[O:23])=[O:22])[CH3:20]. (4) Given the product [CH:17]1([C:20]([C:21]2[C:10]([C:12]3[S:13][CH:14]=[CH:15][CH:16]=3)=[C:3]3[C:4]4[CH2:9][CH2:8][CH2:7][C:5]=4[S:6][C:2]3=[N:1][C:22]=2[CH3:23])=[O:25])[CH2:19][CH2:18]1, predict the reactants needed to synthesize it. The reactants are: [NH2:1][C:2]1[S:6][C:5]2[CH2:7][CH2:8][CH2:9][C:4]=2[C:3]=1[C:10]([C:12]1[S:13][CH:14]=[CH:15][CH:16]=1)=O.[CH:17]1([C:20](=[O:25])[CH2:21][C:22](=O)[CH3:23])[CH2:19][CH2:18]1.